From a dataset of Forward reaction prediction with 1.9M reactions from USPTO patents (1976-2016). Predict the product of the given reaction. (1) Given the reactants [CH:1]1([C:6]2[N:7]=[C:8]([N:17]3[CH2:22][CH2:21][CH:20]([CH2:23][C:24](O)=[O:25])[CH2:19][CH2:18]3)[C:9]3[CH2:14][S:13](=[O:16])(=[O:15])[CH2:12][C:10]=3[N:11]=2)[CH2:5][CH2:4][CH2:3][CH2:2]1.C(=O)([O-])[O-].[NH4+].[NH4+].C1C=CC2N(O)N=[N:39]C=2C=1.CCN=C=NCCCN(C)C.[ClH:54].O1CCOCC1, predict the reaction product. The product is: [ClH:54].[CH:1]1([C:6]2[N:7]=[C:8]([N:17]3[CH2:18][CH2:19][CH:20]([CH2:23][C:24]([NH2:39])=[O:25])[CH2:21][CH2:22]3)[C:9]3[CH2:14][S:13](=[O:15])(=[O:16])[CH2:12][C:10]=3[N:11]=2)[CH2:2][CH2:3][CH2:4][CH2:5]1. (2) Given the reactants Cl[C:2]1[C:7]([CH:8]=[O:9])=[C:6]([N:10]2[CH2:22][CH2:21][N:13]3[C:14]4[CH2:15][CH2:16][CH2:17][CH2:18][C:19]=4[CH:20]=[C:12]3[C:11]2=[O:23])[N:5]=[CH:4][CH:3]=1.C([C@H:26]1[CH2:31][N:30]([CH:32]2[CH2:35][O:34][CH2:33]2)[CH2:29][CH2:28][N:27]1[C:36]1[CH:37]=[CH:38][C:39]([NH:42][C:43]2[C:44](=[O:59])[N:45]([CH3:58])[CH:46]=[C:47](B3OC(C)(C)C(C)(C)O3)[CH:48]=2)=[N:40][CH:41]=1)C.[C:60]([O-])(=O)[CH3:61].[K+], predict the reaction product. The product is: [CH2:60]([C@H:26]1[CH2:31][N:30]([CH:32]2[CH2:33][O:34][CH2:35]2)[CH2:29][CH2:28][N:27]1[C:36]1[CH:37]=[CH:38][C:39]([NH:42][C:43]2[C:44](=[O:59])[N:45]([CH3:58])[CH:46]=[C:47]([C:2]3[C:7]([CH:8]=[O:9])=[C:6]([N:10]4[CH:22]=[CH:21][N:13]5[C:14]6[CH2:15][CH2:16][CH2:17][CH2:18][C:19]=6[CH:20]=[C:12]5[C:11]4=[O:23])[N:5]=[CH:4][CH:3]=3)[CH:48]=2)=[N:40][CH:41]=1)[CH3:61]. (3) Given the reactants [C:1]1([C:16]2[CH:21]=[CH:20][CH:19]=CC=2)[CH:6]=[CH:5][CH:4]=[CH:3][C:2]=1[C:7]([N:9]1[CH2:15][CH:14]2[CH:11]([CH2:12][NH:13]2)[CH2:10]1)=[O:8].C1(C2C=CC=CC=2)[C:23]([C:28](O)=[O:29])=CC=CC=1, predict the reaction product. The product is: [CH:11]12[CH2:12][NH:13][CH:14]1[CH2:15][N:9]([C:7]([C:2]1[C:1]3[C:6](=[CH:19][CH:20]=[CH:21][CH:16]=3)[CH:5]=[CH:4][C:3]=1[O:29][CH2:28][CH3:23])=[O:8])[CH2:10]2. (4) Given the reactants [S:1]([OH:5])([OH:4])(=[O:3])=[O:2].[NH2:6]O.NO.S([O-])([O-])=[O:11].[NH4+].[NH4+].[N+:16]([O-])([O-])=[O:17].[NH4+].S(=O)=O.S([O-])(O)(=O)=O, predict the reaction product. The product is: [S:1]([OH:5])([OH:4])(=[O:3])=[O:2].[NH2:16][OH:17].[OH2:11].[NH3:6]. (5) The product is: [C:31]1([S:37][C:22]2[CH:23]=[C:24]([C:27]([F:28])([F:29])[F:30])[CH:25]=[CH:26][C:21]=2[O:20][CH:15]2[CH2:16][CH2:17][CH2:18][CH2:19][O:14]2)[CH:36]=[CH:35][CH:34]=[CH:33][CH:32]=1. Given the reactants CN(C)CCN(C)C.C([Li])CCC.[O:14]1[CH2:19][CH2:18][CH2:17][CH2:16][CH:15]1[O:20][C:21]1[CH:26]=[CH:25][C:24]([C:27]([F:30])([F:29])[F:28])=[CH:23][CH:22]=1.[C:31]1([S:37][S:37][C:31]2[CH:36]=[CH:35][CH:34]=[CH:33][CH:32]=2)[CH:36]=[CH:35][CH:34]=[CH:33][CH:32]=1, predict the reaction product. (6) Given the reactants Br[C:2]1[C:3]2[N:4]([N:23]=[CH:24][N:25]=2)[C:5]([C:16]2[CH:21]=[CH:20][C:19]([CH3:22])=[CH:18][CH:17]=2)=[C:6]([C:8]2[CH:15]=[CH:14][C:11]([C:12]#[N:13])=[CH:10][CH:9]=2)[CH:7]=1.C[N+]12CC(=O)O[B-]1(C=C)O[C:30](=O)[CH2:31]2.ClCCl.C(=O)([O-])[O-].[K+].[K+], predict the reaction product. The product is: [CH3:22][C:19]1[CH:20]=[CH:21][C:16]([C:5]2[N:4]3[N:23]=[CH:24][N:25]=[C:3]3[C:2]([CH:30]=[CH2:31])=[CH:7][C:6]=2[C:8]2[CH:15]=[CH:14][C:11]([C:12]#[N:13])=[CH:10][CH:9]=2)=[CH:17][CH:18]=1. (7) Given the reactants [CH:1]1([C@@:6]([OH:16])([C:10]2[CH:15]=[CH:14][CH:13]=[CH:12][CH:11]=2)[C:7]([OH:9])=O)[CH2:5][CH2:4][CH2:3][CH2:2]1.C(Cl)Cl.[CH3:20][N:21]([CH3:28])[CH:22]1[CH2:27][CH2:26][NH:25][CH2:24][CH2:23]1.CCN(C(C)C)C(C)C.C1C=CC2N(O)N=NC=2C=1.CCN=C=NCCCN(C)C, predict the reaction product. The product is: [CH:1]1([C@@:6]([OH:16])([C:10]2[CH:15]=[CH:14][CH:13]=[CH:12][CH:11]=2)[C:7]([N:25]2[CH2:26][CH2:27][CH:22]([N:21]([CH3:28])[CH3:20])[CH2:23][CH2:24]2)=[O:9])[CH2:2][CH2:3][CH2:4][CH2:5]1. (8) Given the reactants Br[C:2]1[CH:7]=[CH:6][C:5]([C:8]2[O:12][N:11]=[C:10]([CH3:13])[C:9]=2[NH:14][CH:15]([CH3:25])[CH2:16][C:17]2[CH:22]=[CH:21][C:20]([O:23][CH3:24])=[CH:19][CH:18]=2)=[CH:4][CH:3]=1.[CH2:26]([O:28][C:29](=[O:49])[CH2:30][C:31]1([C:34]2[CH:39]=[CH:38][C:37](B3OC(C)(C)C(C)(C)O3)=[CH:36][CH:35]=2)[CH2:33][CH2:32]1)[CH3:27], predict the reaction product. The product is: [CH2:26]([O:28][C:29](=[O:49])[CH2:30][C:31]1([C:34]2[CH:39]=[CH:38][C:37]([C:2]3[CH:7]=[CH:6][C:5]([C:8]4[O:12][N:11]=[C:10]([CH3:13])[C:9]=4[NH:14][CH:15]([CH3:25])[CH2:16][C:17]4[CH:22]=[CH:21][C:20]([O:23][CH3:24])=[CH:19][CH:18]=4)=[CH:4][CH:3]=3)=[CH:36][CH:35]=2)[CH2:33][CH2:32]1)[CH3:27].